Dataset: Catalyst prediction with 721,799 reactions and 888 catalyst types from USPTO. Task: Predict which catalyst facilitates the given reaction. (1) Reactant: [N:1]1([C:6]2[CH:7]=[CH:8][C:9]([N+:18]([O-])=O)=[C:10]([N:12]3[CH2:17][CH2:16][CH2:15][CH2:14][CH2:13]3)[CH:11]=2)[CH:5]=[CH:4][N:3]=[CH:2]1. Product: [N:1]1([C:6]2[CH:7]=[CH:8][C:9]([NH2:18])=[C:10]([N:12]3[CH2:17][CH2:16][CH2:15][CH2:14][CH2:13]3)[CH:11]=2)[CH:5]=[CH:4][N:3]=[CH:2]1. The catalyst class is: 20. (2) Reactant: [N+:1]([C:4]1[CH:12]=[CH:11][CH:10]=[C:9]2[C:5]=1[CH:6]=[CH:7][N:8]2[CH2:13][C:14]1[CH:19]=[CH:18][N:17]=[CH:16][CH:15]=1)([O-])=O. Product: [N:17]1[CH:18]=[CH:19][C:14]([CH2:13][N:8]2[C:9]3[C:5](=[C:4]([NH2:1])[CH:12]=[CH:11][CH:10]=3)[CH:6]=[CH:7]2)=[CH:15][CH:16]=1. The catalyst class is: 579. (3) Reactant: Cl[C:2]1[N:7]=[C:6]([C:8]2[S:12][C:11]([NH:13][CH2:14][CH3:15])=[N:10][C:9]=2[C:16]2[CH:21]=[C:20]([O:22][CH3:23])[CH:19]=[C:18]([CH3:24])[CH:17]=2)[CH:5]=[CH:4][N:3]=1.[C:25]([N:28]1[CH2:33][CH2:32][N:31]([C:34]2[N:39]=[CH:38][C:37]([NH2:40])=[CH:36][CH:35]=2)[CH2:30][CH2:29]1)(=[O:27])[CH3:26].CC(O)C.Cl. Product: [C:25]([N:28]1[CH2:29][CH2:30][N:31]([C:34]2[N:39]=[CH:38][C:37]([NH:40][C:2]3[N:7]=[C:6]([C:8]4[S:12][C:11]([NH:13][CH2:14][CH3:15])=[N:10][C:9]=4[C:16]4[CH:21]=[C:20]([O:22][CH3:23])[CH:19]=[C:18]([CH3:24])[CH:17]=4)[CH:5]=[CH:4][N:3]=3)=[CH:36][CH:35]=2)[CH2:32][CH2:33]1)(=[O:27])[CH3:26]. The catalyst class is: 12. (4) The catalyst class is: 2. Product: [Br:1][C:2]1[C:3]([F:12])=[C:4]2[C:10]([NH:11][C:18](=[O:19])[C:17]3[CH:21]=[CH:22][CH:23]=[C:15]([O:14][CH3:13])[CH:16]=3)=[CH:9][NH:8][C:5]2=[N:6][CH:7]=1. Reactant: [Br:1][C:2]1[C:3]([F:12])=[C:4]2[C:10]([NH2:11])=[CH:9][NH:8][C:5]2=[N:6][CH:7]=1.[CH3:13][O:14][C:15]1[CH:16]=[C:17]([CH:21]=[CH:22][CH:23]=1)[C:18](Cl)=[O:19].C(N(CC)CC)C.[Li+].[OH-]. (5) Reactant: [Cl:1][C:2]1[C:7]([CH:8]=O)=[C:6]([CH3:10])[N:5]=[C:4]([Cl:11])[CH:3]=1.II.[NH2:14][C:15]1[CH:20]=[CH:19][CH:18]=[CH:17][C:16]=1[SH:21]. Product: [Cl:1][C:2]1[CH:3]=[C:4]([Cl:11])[N:5]=[C:6]([CH3:10])[C:7]=1[C:8]1[S:21][C:16]2[CH:17]=[CH:18][CH:19]=[CH:20][C:15]=2[N:14]=1. The catalyst class is: 85.